Regression. Given a peptide amino acid sequence and an MHC pseudo amino acid sequence, predict their binding affinity value. This is MHC class II binding data. From a dataset of Peptide-MHC class II binding affinity with 134,281 pairs from IEDB. (1) The peptide sequence is SAQNISGAGWSGMAE. The MHC is HLA-DPA10301-DPB10402 with pseudo-sequence HLA-DPA10301-DPB10402. The binding affinity (normalized) is 0. (2) The peptide sequence is WNRQLYPEWTEAQRLD. The MHC is DRB1_0404 with pseudo-sequence DRB1_0404. The binding affinity (normalized) is 0.341. (3) The peptide sequence is SKYALVDASLKMADPNRFRGKDLPVLDQL. The MHC is DRB5_0101 with pseudo-sequence DRB5_0101. The binding affinity (normalized) is 0.820. (4) The peptide sequence is FMRMAWGGSYIALDS. The MHC is DRB1_0405 with pseudo-sequence DRB1_0405. The binding affinity (normalized) is 0.922. (5) The binding affinity (normalized) is 0.623. The peptide sequence is AFKVAATAANASPAN. The MHC is HLA-DPA10103-DPB10301 with pseudo-sequence HLA-DPA10103-DPB10301.